Dataset: CYP2C9 inhibition data for predicting drug metabolism from PubChem BioAssay. Task: Regression/Classification. Given a drug SMILES string, predict its absorption, distribution, metabolism, or excretion properties. Task type varies by dataset: regression for continuous measurements (e.g., permeability, clearance, half-life) or binary classification for categorical outcomes (e.g., BBB penetration, CYP inhibition). Dataset: cyp2c9_veith. (1) The molecule is COc1cc(OC)nc(NC(C)=O)n1. The result is 0 (non-inhibitor). (2) The compound is N#Cc1c(N)nc2c(c1-c1cccc(O)c1)CCCCCC2. The result is 1 (inhibitor). (3) The compound is CCN(c1ccccc1)S(=O)(=O)c1ccc(NC(=S)NC(=O)c2ccc(Br)o2)cc1. The result is 1 (inhibitor). (4) The result is 0 (non-inhibitor). The drug is Cc1c(C(=O)N/N=C/c2ccccc2)sc(=S)n1C. (5) The molecule is COc1cccc(-c2ccc3ncnc(NCc4cnc(C)cn4)c3c2)c1. The result is 0 (non-inhibitor). (6) The molecule is CCOC(=O)CC(NC(=O)c1ccc(C)cc1)c1ccc(C)cc1. The result is 1 (inhibitor). (7) The drug is O=[N+]([O-])c1cc(Cl)cc2c1nc(NCCO)c1ccccc12. The result is 0 (non-inhibitor).